This data is from Reaction yield outcomes from USPTO patents with 853,638 reactions. The task is: Predict the reaction yield, written as a fraction of the theoretical maximum amount of product (1.0 means a 100% yield; for example, 0.34 means a 34% yield). (1) The reactants are [CH2:1]([O:8][C:9]([NH:11][CH2:12][CH2:13][CH2:14][CH2:15][C:16]1[CH:26]=[CH:25][C:19]([O:20][CH2:21][C:22]([OH:24])=[O:23])=[CH:18][CH:17]=1)=[O:10])[C:2]1[CH:7]=[CH:6][CH:5]=[CH:4][CH:3]=1.CCN=C=NCCCN(C)C.Cl.[C:39]([O:43][C:44](=[O:49])[NH:45][CH2:46][CH2:47]O)([CH3:42])([CH3:41])[CH3:40]. The catalyst is C(Cl)Cl.CN(C1C=CN=CC=1)C. The product is [C:39]([O:43][C:44]([NH:45][CH2:46][CH2:47][O:23][C:22](=[O:24])[CH2:21][O:20][C:19]1[CH:18]=[CH:17][C:16]([CH2:15][CH2:14][CH2:13][CH2:12][NH:11][C:9]([O:8][CH2:1][C:2]2[CH:3]=[CH:4][CH:5]=[CH:6][CH:7]=2)=[O:10])=[CH:26][CH:25]=1)=[O:49])([CH3:42])([CH3:41])[CH3:40]. The yield is 0.480. (2) The reactants are Cl[C:2]1[CH:12]=[CH:11][CH:10]=[C:9](Cl)[C:3]=1[O:4][CH2:5][CH2:6][CH2:7][NH2:8].[F:14][C:15]([F:24])([F:23])C1C=CC=CC=1O.ClC1C=CC=C(Cl)C=1O. No catalyst specified. The product is [F:14][C:15]([F:24])([F:23])[C:2]1[CH:12]=[CH:11][CH:10]=[CH:9][C:3]=1[O:4][CH2:5][CH2:6][CH2:7][NH2:8]. The yield is 0.800. (3) The reactants are [CH:1]1([C:7]2[C:8]3[S:22][C:21]([C:23]([O:25][CH3:26])=[O:24])=[CH:20][C:9]=3[NH:10][C:11]=2[C:12]2[CH:17]=[CH:16][CH:15]=[CH:14][C:13]=2[CH:18]=[CH2:19])[CH2:6][CH2:5][CH2:4][CH2:3][CH2:2]1.[H-].[Na+].[CH2:29](Br)[CH:30]=[CH2:31]. The catalyst is CN(C=O)C. The product is [CH2:31]([N:10]1[C:11]([C:12]2[CH:17]=[CH:16][CH:15]=[CH:14][C:13]=2[CH:18]=[CH2:19])=[C:7]([CH:1]2[CH2:6][CH2:5][CH2:4][CH2:3][CH2:2]2)[C:8]2[S:22][C:21]([C:23]([O:25][CH3:26])=[O:24])=[CH:20][C:9]1=2)[CH:30]=[CH2:29]. The yield is 0.980.